From a dataset of TCR-epitope binding with 47,182 pairs between 192 epitopes and 23,139 TCRs. Binary Classification. Given a T-cell receptor sequence (or CDR3 region) and an epitope sequence, predict whether binding occurs between them. (1) The epitope is AVFDRKSDAK. The TCR CDR3 sequence is CASSMRDPQETQYF. Result: 1 (the TCR binds to the epitope). (2) The epitope is FPRPWLHGL. The TCR CDR3 sequence is CSAPVPPYNEQFF. Result: 0 (the TCR does not bind to the epitope). (3) The epitope is RLFRKSNLK. The TCR CDR3 sequence is CASSLGGEGEQYF. Result: 1 (the TCR binds to the epitope).